From a dataset of Reaction yield outcomes from USPTO patents with 853,638 reactions. Predict the reaction yield, written as a fraction of the theoretical maximum amount of product (1.0 means a 100% yield; for example, 0.34 means a 34% yield). (1) The reactants are [N:1]([CH2:4][CH:5]1[CH2:9][C:8]2[CH:10]=[C:11]([CH3:20])[CH:12]=[C:13]([C:14]3[CH:19]=[CH:18][CH:17]=[CH:16][CH:15]=3)[C:7]=2[O:6]1)=[N+]=[N-].C1(P(C2C=CC=CC=2)C2C=CC=CC=2)C=CC=CC=1. No catalyst specified. The product is [CH3:20][C:11]1[CH:12]=[C:13]([C:14]2[CH:19]=[CH:18][CH:17]=[CH:16][CH:15]=2)[C:7]2[O:6][CH:5]([CH2:4][NH2:1])[CH2:9][C:8]=2[CH:10]=1. The yield is 0.610. (2) The reactants are [N+:1]([C:4]1[CH:5]=[C:6]([C:10]2[CH:15]=[N:14][CH:13]=[CH:12][N:11]=2)[CH:7]=[CH:8][CH:9]=1)([O-])=O. The catalyst is O1CCCC1.C(O)C.[Pd]. The product is [N:11]1[CH:12]=[CH:13][N:14]=[CH:15][C:10]=1[C:6]1[CH:5]=[C:4]([CH:9]=[CH:8][CH:7]=1)[NH2:1]. The yield is 0.965. (3) The reactants are [CH3:1][N:2]1[CH2:7][CH2:6][CH2:5][CH:4]([CH2:8][O:9][C:10]2[CH:15]=[CH:14][C:13]([NH2:16])=[CH:12][CH:11]=2)[CH2:3]1.[CH3:17][C:18]1[CH:26]=[CH:25][CH:24]=[C:23]2[C:19]=1[C:20](=[CH:28]O)[C:21](=[O:27])[NH:22]2. No catalyst specified. The product is [CH3:17][C:18]1[CH:26]=[CH:25][CH:24]=[C:23]2[C:19]=1[C:20](=[CH:28][NH:16][C:13]1[CH:12]=[CH:11][C:10]([O:9][CH2:8][CH:4]3[CH2:5][CH2:6][CH2:7][N:2]([CH3:1])[CH2:3]3)=[CH:15][CH:14]=1)[C:21](=[O:27])[NH:22]2. The yield is 0.510. (4) The reactants are [O:1]=[C:2]1[N:7]2[CH2:8][CH2:9][CH2:10][CH:11]([N:12]3C(=O)C4C(=CC=CC=4)C3=O)[C:6]2=[N:5][C:4]([C:23]2[CH:28]=[CH:27][N:26]=[CH:25][CH:24]=2)=[CH:3]1.O.NN. The catalyst is C(O)C. The product is [NH2:12][CH:11]1[C:6]2=[N:5][C:4]([C:23]3[CH:28]=[CH:27][N:26]=[CH:25][CH:24]=3)=[CH:3][C:2](=[O:1])[N:7]2[CH2:8][CH2:9][CH2:10]1. The yield is 0.660. (5) The reactants are [F:1][C:2]1[N:7]=[C:6]([CH2:8][N:9]2[CH:13]=[CH:12][C:11]([NH2:14])=[N:10]2)[CH:5]=[CH:4][CH:3]=1.C(=O)(O)[O-].[Na+].[C:20](Cl)(Cl)=[S:21]. The catalyst is C(Cl)Cl. The product is [F:1][C:2]1[CH:3]=[CH:4][CH:5]=[C:6]([CH2:8][N:9]2[CH:13]=[CH:12][C:11]([N:14]=[C:20]=[S:21])=[N:10]2)[N:7]=1. The yield is 0.770.